Predict the product of the given reaction. From a dataset of Forward reaction prediction with 1.9M reactions from USPTO patents (1976-2016). (1) Given the reactants [N:1]12[CH2:9][CH2:8][CH:5]([CH2:6][CH2:7]1)[N:4]([C:10]1[CH:15]=[CH:14][C:13]([NH2:16])=[CH:12][CH:11]=1)[CH2:3][CH2:2]2.[CH3:17][O:18][C:19]1[CH:20]=[C:21]([CH:25]=[CH:26][CH:27]=1)[C:22]([Cl:24])=[O:23], predict the reaction product. The product is: [ClH:24].[N:1]12[CH2:9][CH2:8][CH:5]([CH2:6][CH2:7]1)[N:4]([C:10]1[CH:15]=[CH:14][C:13]([NH:16][C:22](=[O:23])[C:21]3[CH:25]=[CH:26][CH:27]=[C:19]([O:18][CH3:17])[CH:20]=3)=[CH:12][CH:11]=1)[CH2:3][CH2:2]2. (2) Given the reactants C(OC(O[CH2:8][CH3:9])CBr)C.Br.C(=O)([O-])O.[Na+].[NH2:16][C:17]1[C:22]([Cl:23])=[N:21][CH:20]=[CH:19][N:18]=1, predict the reaction product. The product is: [Cl:23][C:22]1[C:17]2[N:18]([CH:8]=[CH:9][N:16]=2)[CH:19]=[CH:20][N:21]=1.